This data is from Full USPTO retrosynthesis dataset with 1.9M reactions from patents (1976-2016). The task is: Predict the reactants needed to synthesize the given product. (1) The reactants are: [CH2:1]([O:8][C:9]1[CH:14]=[CH:13][C:12]([C:15]2[CH:20]=[CH:19][C:18]([N:21]3[CH2:26][CH2:25][C:24](=[O:27])[CH2:23][CH2:22]3)=[CH:17][CH:16]=2)=[CH:11][CH:10]=1)[C:2]1[CH:7]=[CH:6][CH:5]=[CH:4][CH:3]=1.[F:28][C:29]([Si](C)(C)C)([F:31])[F:30].[F-].C([N+](CCCC)(CCCC)CCCC)CCC.O1CCCC1. Given the product [CH2:1]([O:8][C:9]1[CH:14]=[CH:13][C:12]([C:15]2[CH:20]=[CH:19][C:18]([N:21]3[CH2:26][CH2:25][C:24]([C:29]([F:31])([F:30])[F:28])([OH:27])[CH2:23][CH2:22]3)=[CH:17][CH:16]=2)=[CH:11][CH:10]=1)[C:2]1[CH:3]=[CH:4][CH:5]=[CH:6][CH:7]=1, predict the reactants needed to synthesize it. (2) Given the product [S:1]1[C:5]2[CH:6]=[CH:7][CH:8]=[CH:9][C:4]=2[N:3]=[C:2]1[N:10]1[CH2:15][CH2:14][CH:13]([NH:16][C:17]2[C:22]([NH2:23])=[CH:21][CH:20]=[CH:19][N:18]=2)[CH2:12][CH2:11]1, predict the reactants needed to synthesize it. The reactants are: [S:1]1[C:5]2[CH:6]=[CH:7][CH:8]=[CH:9][C:4]=2[N:3]=[C:2]1[N:10]1[CH2:15][CH2:14][CH:13]([NH:16][C:17]2[C:22]([N+:23]([O-])=O)=[CH:21][CH:20]=[CH:19][N:18]=2)[CH2:12][CH2:11]1. (3) Given the product [C:36]([C:27]1[C:22]([C:14]2[N:13]=[C:12]([N:9]3[CH2:10][CH2:11][CH:6]([C:4]([O:3][CH2:1][CH3:2])=[O:5])[CH2:7][CH2:8]3)[C:21]3[C:16]([CH:15]=2)=[CH:17][N:18]=[CH:19][CH:20]=3)=[CH:23][C:24]([NH:29][CH:30]2[CH2:35][CH2:34][CH2:33][CH2:32][CH2:31]2)=[N:25][CH:26]=1)#[N:37], predict the reactants needed to synthesize it. The reactants are: [CH2:1]([O:3][C:4]([CH:6]1[CH2:11][CH2:10][N:9]([C:12]2[C:21]3[C:16](=[CH:17][N:18]=[CH:19][CH:20]=3)[CH:15]=[C:14]([C:22]3[C:27](Br)=[CH:26][N:25]=[C:24]([NH:29][CH:30]4[CH2:35][CH2:34][CH2:33][CH2:32][CH2:31]4)[CH:23]=3)[N:13]=2)[CH2:8][CH2:7]1)=[O:5])[CH3:2].[CH3:36][N:37](C=O)C.